From a dataset of Peptide-MHC class I binding affinity with 185,985 pairs from IEDB/IMGT. Regression. Given a peptide amino acid sequence and an MHC pseudo amino acid sequence, predict their binding affinity value. This is MHC class I binding data. (1) The peptide sequence is IELPQRETWTV. The MHC is Mamu-A11 with pseudo-sequence Mamu-A11. The binding affinity (normalized) is 0.440. (2) The peptide sequence is SMINGVVKL. The MHC is HLA-A02:03 with pseudo-sequence HLA-A02:03. The binding affinity (normalized) is 0.730. (3) The peptide sequence is IRHENRMVL. The MHC is HLA-A31:01 with pseudo-sequence HLA-A31:01. The binding affinity (normalized) is 0.0847. (4) The peptide sequence is VFKVKLHEI. The MHC is HLA-B08:01 with pseudo-sequence HLA-B08:01. The binding affinity (normalized) is 0.448. (5) The peptide sequence is ALPGPDGVV. The MHC is HLA-A69:01 with pseudo-sequence HLA-A69:01. The binding affinity (normalized) is 0.0847.